This data is from Forward reaction prediction with 1.9M reactions from USPTO patents (1976-2016). The task is: Predict the product of the given reaction. The product is: [Cl:53][C:49]1[C:50]([CH3:52])=[CH:51][C:46]([O:45][CH2:44][CH2:43][CH2:42][C:26]2[C:25]3[C:29](=[C:21]([C:20]4[C:16]([CH2:15][O:14][CH3:13])=[N:17][N:18]([CH3:56])[C:19]=4[CH3:55])[CH:22]=[CH:23][CH:24]=3)[N:28]([CH3:30])[C:27]=2[C:37]([O:39][CH2:40][CH3:41])=[O:38])=[CH:47][C:48]=1[CH3:54]. Given the reactants C(N1CCN(C2C=C[C:13]([O:14][CH2:15][C:16]3[C:20]([C:21]4[CH:22]=[CH:23][CH:24]=[C:25]5[C:29]=4[N:28]([CH2:30]C4C=NC=CC=4)[C:27]([C:37]([O:39][CH2:40][CH3:41])=[O:38])=[C:26]5[CH2:42][CH2:43][CH2:44][O:45][C:46]4[CH:51]=[C:50]([CH3:52])[C:49]([Cl:53])=[C:48]([CH3:54])[CH:47]=4)=[C:19]([CH3:55])[N:18]([CH3:56])[N:17]=3)=CC=2)CC1)(=O)C.COS(OC)(=O)=O.Cl.ClCC1C=NC=CC=1, predict the reaction product.